The task is: Predict the reactants needed to synthesize the given product.. This data is from Full USPTO retrosynthesis dataset with 1.9M reactions from patents (1976-2016). (1) Given the product [F:1][CH:2]([F:24])[O:3][C:4]1[CH:5]=[CH:6][C:7]([C:8]([NH:10][C@@H:11]2[CH2:16][CH2:15][CH2:14][CH2:13][C@@H:12]2[C:17]([O:19][CH2:20][CH3:21])=[O:18])=[O:9])=[CH:22][CH:23]=1, predict the reactants needed to synthesize it. The reactants are: [F:1][CH:2]([F:24])[O:3][C:4]1[CH:23]=[CH:22][C:7]([C:8]([NH:10][C:11]2[CH2:16][CH2:15][CH2:14][CH2:13][C:12]=2[C:17]([O:19][CH2:20][CH3:21])=[O:18])=[O:9])=[CH:6][CH:5]=1.F[B-](F)(F)F.[H+].[H][H]. (2) Given the product [C:1]([O:5][C:6]([NH:8][CH2:9][CH2:10][O:11][C:12](=[O:59])[CH2:13][CH2:14][NH:15][C:16]([CH:18]1[CH2:27][CH2:26][C:25]2[C:20](=[C:21]([CH2:56][CH2:57][CH3:58])[C:22]([O:28][CH2:29][CH2:30][CH2:31][O:32][C:33]3[C:34]([CH2:54][CH3:55])=[CH:35][C:36]([C:47]4[CH:52]=[CH:51][C:50]([F:53])=[CH:49][CH:48]=4)=[C:37]([OH:39])[CH:38]=3)=[CH:23][CH:24]=2)[O:19]1)=[O:17])=[O:7])([CH3:4])([CH3:2])[CH3:3], predict the reactants needed to synthesize it. The reactants are: [C:1]([O:5][C:6]([NH:8][CH2:9][CH2:10][O:11][C:12](=[O:59])[CH2:13][CH2:14][NH:15][C:16]([CH:18]1[CH2:27][CH2:26][C:25]2[C:20](=[C:21]([CH2:56][CH2:57][CH3:58])[C:22]([O:28][CH2:29][CH2:30][CH2:31][O:32][C:33]3[CH:38]=[C:37]([O:39]CC4C=CC=CC=4)[C:36]([C:47]4[CH:52]=[CH:51][C:50]([F:53])=[CH:49][CH:48]=4)=[CH:35][C:34]=3[CH2:54][CH3:55])=[CH:23][CH:24]=2)[O:19]1)=[O:17])=[O:7])([CH3:4])([CH3:3])[CH3:2].[H][H]. (3) Given the product [C:28]([OH:31])([C:11]([F:14])([F:13])[F:12])=[O:29].[F:15][C:16]1[C:24]2[C:19](=[N:20][CH:21]=[C:22]([C:2]3[CH:10]=[C:9]([C:11]([F:14])([F:13])[F:12])[CH:8]=[C:7]4[C:3]=3[CH:4]=[N:5][NH:6]4)[CH:23]=2)[NH:18][CH:17]=1, predict the reactants needed to synthesize it. The reactants are: Br[C:2]1[CH:10]=[C:9]([C:11]([F:14])([F:13])[F:12])[CH:8]=[C:7]2[C:3]=1[CH:4]=[N:5][NH:6]2.[F:15][C:16]1[C:24]2[C:19](=[N:20][CH:21]=[C:22](B(O)O)[CH:23]=2)[NH:18][CH:17]=1.[C:28]([O-:31])(O)=[O:29].[Na+]. (4) Given the product [Cl:20][C:19]1[C:14]([NH:13][CH2:12][C:11]2[CH:10]=[C:9]([OH:8])[CH:25]=[CH:24][CH:23]=2)=[N:15][C:16]([CH3:22])=[N:17][C:18]=1[CH3:21], predict the reactants needed to synthesize it. The reactants are: C([O:8][C:9]1[CH:10]=[C:11]([CH:23]=[CH:24][CH:25]=1)[CH2:12][NH:13][C:14]1[C:19]([Cl:20])=[C:18]([CH3:21])[N:17]=[C:16]([CH3:22])[N:15]=1)C1C=CC=CC=1.Cl. (5) Given the product [C:1]([NH:4][C:5]1[C:13]([Cl:14])=[CH:12][C:8]([C:9]([NH:22][C:21]2[C:20]([C:26]([F:29])([F:28])[F:27])=[CH:19][CH:25]=[C:24]([C:26]([F:27])([F:28])[F:29])[CH:23]=2)=[O:11])=[C:7]([O:15][CH3:16])[CH:6]=1)(=[O:3])[CH3:2], predict the reactants needed to synthesize it. The reactants are: [C:1]([NH:4][C:5]1[C:13]([Cl:14])=[CH:12][C:8]([C:9]([OH:11])=O)=[C:7]([O:15][CH3:16])[CH:6]=1)(=[O:3])[CH3:2].FC(F)(F)[C:19]1[CH:20]=[C:21]([CH:23]=[C:24]([C:26]([F:29])([F:28])[F:27])[CH:25]=1)[NH2:22]. (6) Given the product [CH2:27]([C:21]1[CH:20]=[C:19]([CH:24]=[CH:23][C:22]=1[CH2:25][CH3:26])[CH2:18][C@@H:2]([NH:1][C:58]([N:52]1[CH2:51][CH2:50][CH:49]([N:47]2[C:46](=[O:55])[NH:45][C:44]([C:38]3[CH:39]=[CH:40][CH:41]=[CH:42][CH:43]=3)=[N:48]2)[CH2:54][CH2:53]1)=[O:59])[C:3]([N:5]1[CH2:10][CH2:9][N:8]([CH:11]2[CH2:16][CH2:15][N:14]([CH3:17])[CH2:13][CH2:12]2)[CH2:7][CH2:6]1)=[O:4])[CH3:28], predict the reactants needed to synthesize it. The reactants are: [NH2:1][C@H:2]([CH2:18][C:19]1[CH:24]=[CH:23][C:22]([CH2:25][CH3:26])=[C:21]([CH2:27][CH3:28])[CH:20]=1)[C:3]([N:5]1[CH2:10][CH2:9][N:8]([CH:11]2[CH2:16][CH2:15][N:14]([CH3:17])[CH2:13][CH2:12]2)[CH2:7][CH2:6]1)=[O:4].C(N(C(C)C)C(C)C)C.[C:38]1([C:44]2[NH:45][C:46](=[O:55])[N:47]([CH:49]3[CH2:54][CH2:53][NH:52][CH2:51][CH2:50]3)[N:48]=2)[CH:43]=[CH:42][CH:41]=[CH:40][CH:39]=1.C1C[O:59][CH2:58]C1.